From a dataset of Catalyst prediction with 721,799 reactions and 888 catalyst types from USPTO. Predict which catalyst facilitates the given reaction. (1) Reactant: [C:1]([NH:4][C:5]([NH2:7])=[S:6])(=[NH:3])[NH2:2].Br[CH2:9][C:10]([C:12]1[CH:17]=[CH:16][CH:15]=[CH:14][CH:13]=1)=O. Product: [C:12]1([C:10]2[N:7]=[C:5]([NH:4][C:1]([NH2:2])=[NH:3])[S:6][CH:9]=2)[CH:17]=[CH:16][CH:15]=[CH:14][CH:13]=1. The catalyst class is: 21. (2) Reactant: Br.[N:2]1[CH:7]=[CH:6][CH:5]=[C:4]([O:8][C:9]2[CH:14]=[CH:13][C:12]([C:15]3[O:19][C:18]([NH2:20])=[N:17][N:16]=3)=[CH:11][CH:10]=2)[CH:3]=1.[CH3:21][O:22][C:23]1[CH:31]=[CH:30][C:26]([C:27](Cl)=[O:28])=[CH:25][C:24]=1[C:32]([F:35])([F:34])[F:33]. Product: [CH3:21][O:22][C:23]1[CH:31]=[CH:30][C:26]([C:27]([NH:20][C:18]2[O:19][C:15]([C:12]3[CH:11]=[CH:10][C:9]([O:8][C:4]4[CH:3]=[N:2][CH:7]=[CH:6][CH:5]=4)=[CH:14][CH:13]=3)=[N:16][N:17]=2)=[O:28])=[CH:25][C:24]=1[C:32]([F:33])([F:34])[F:35]. The catalyst class is: 858. (3) Reactant: [CH2:1]([NH:8][C:9]1[CH:14]=[CH:13][C:12]([S:15][C:16]2[CH:21]=[CH:20][C:19]([OH:22])=[CH:18][CH:17]=2)=[C:11]([N+:23]([O-])=O)[CH:10]=1)[C:2]1[CH:7]=[CH:6][CH:5]=[CH:4][CH:3]=1.[Cl-].[NH4+].O1CCCC1.O. Product: [NH2:23][C:11]1[CH:10]=[C:9]([NH:8][CH2:1][C:2]2[CH:3]=[CH:4][CH:5]=[CH:6][CH:7]=2)[CH:14]=[CH:13][C:12]=1[S:15][C:16]1[CH:17]=[CH:18][C:19]([OH:22])=[CH:20][CH:21]=1. The catalyst class is: 415.